Dataset: Forward reaction prediction with 1.9M reactions from USPTO patents (1976-2016). Task: Predict the product of the given reaction. (1) Given the reactants Br[C:2]1[CH:25]=[CH:24][C:5]([CH2:6][N:7]2[CH:12]=[C:11]3[N:13]=[C:14]([C:16]4[CH:21]=[CH:20][CH:19]=[C:18]([F:22])[C:17]=4[F:23])[N:15]=[C:10]3[CH:9]=[N:8]2)=[C:4]([F:26])[CH:3]=1.[F:27][C:28]([F:43])([F:42])[C:29]1[CH:34]=[C:33]([C:35]([F:38])([F:37])[F:36])[CH:32]=[CH:31][C:30]=1B(O)O, predict the reaction product. The product is: [F:23][C:17]1[C:18]([F:22])=[CH:19][CH:20]=[CH:21][C:16]=1[C:14]1[N:15]=[C:10]2[CH:9]=[N:8][N:7]([CH2:6][C:5]3[CH:24]=[CH:25][C:2]([C:30]4[CH:31]=[CH:32][C:33]([C:35]([F:38])([F:36])[F:37])=[CH:34][C:29]=4[C:28]([F:27])([F:42])[F:43])=[CH:3][C:4]=3[F:26])[CH:12]=[C:11]2[N:13]=1. (2) Given the reactants [F:1][C:2]1[CH:3]=[C:4]([CH:18]=[C:19]([F:21])[CH:20]=1)[C:5]([NH:7][CH2:8][C:9]1[CH:10]=[CH:11][C:12]([C:15]([OH:17])=O)=[N:13][CH:14]=1)=[O:6].Cl.C[C:24]1[S:25][C:26]([CH2:29][NH2:30])=[CH:27][N:28]=1.C(N(CC)CC)C, predict the reaction product. The product is: [F:21][C:19]1[CH:18]=[C:4]([CH:3]=[C:2]([F:1])[CH:20]=1)[C:5]([NH:7][CH2:8][C:9]1[CH:10]=[CH:11][C:12]([C:15]([NH:30][CH2:29][C:26]2[S:25][CH:24]=[N:28][CH:27]=2)=[O:17])=[N:13][CH:14]=1)=[O:6]. (3) The product is: [CH3:20][C:21]([S:24]([NH:9][C@@H:10]1[CH2:11][CH2:12][C@H:13]([C:16]([O:18][CH3:19])=[O:17])[CH2:14][CH2:15]1)=[O:25])([CH3:23])[CH3:22]. Given the reactants C(N(CC)CC)C.Cl.[NH2:9][C@@H:10]1[CH2:15][CH2:14][C@H:13]([C:16]([O:18][CH3:19])=[O:17])[CH2:12][CH2:11]1.[CH3:20][C:21]([S:24](Cl)=[O:25])([CH3:23])[CH3:22].Cl, predict the reaction product.